Dataset: Full USPTO retrosynthesis dataset with 1.9M reactions from patents (1976-2016). Task: Predict the reactants needed to synthesize the given product. Given the product [C:29]([O:20][C@H:19]1[C@:2]2([CH3:1])[CH2:15][CH2:14][C@@H:13]3[C@@H:4]([C@H:3]2[CH2:17]/[C:18]/1=[CH:21]\[C:22]1[CH:23]=[CH:24][CH:25]=[CH:26][CH:27]=1)[CH2:5][C@@H:6]1[C@H:11]([CH2:10][C@H:9]([O:16][C:40](=[O:42])[CH3:41])[CH2:8][CH2:7]1)[CH2:12]3)(=[O:30])[CH3:28], predict the reactants needed to synthesize it. The reactants are: [CH3:1][C@:2]12[C@H:19]([OH:20])/[C:18](=[CH:21]/[C:22]3[CH:27]=[CH:26][CH:25]=[CH:24][CH:23]=3)/[CH2:17][C@@H:3]1[C@@H:4]1[C@@H:13]([CH2:14][CH2:15]2)[CH2:12][C@@H:11]2[C@H:6]([CH2:7][CH2:8][C@@H:9]([OH:16])[CH2:10]2)[CH2:5]1.[CH3:28][C:29](OC(C)=O)=[O:30].CCN([CH2:40][CH3:41])CC.[OH2:42].